From a dataset of Forward reaction prediction with 1.9M reactions from USPTO patents (1976-2016). Predict the product of the given reaction. (1) Given the reactants Br[C:2]1[CH:3]=[CH:4][C:5]([O:8][CH3:9])=[N:6][CH:7]=1.CN(C)[CH:12]=[O:13].C(=O)(O)[O-].[Na+], predict the reaction product. The product is: [CH3:9][O:8][C:5]1[N:6]=[CH:7][C:2]([CH:12]=[O:13])=[CH:3][CH:4]=1. (2) The product is: [C:18]([CH:14]1[CH2:13][CH2:12][C:11]2[N:10]=[C:9]3[S:22][C:6]([C:4]([Cl:25])=[O:3])=[CH:7][C:8]3=[CH:17][C:16]=2[CH2:15]1)([CH3:21])([CH3:20])[CH3:19]. Given the reactants C([O:3][C:4]([C:6]1[S:22][C:9]2=[N:10][C:11]3[CH2:12][CH2:13][C@@H:14]([C:18]([CH3:21])([CH3:20])[CH3:19])[CH2:15][C:16]=3[CH:17]=[C:8]2[CH:7]=1)=O)C.[OH-].[Na+].[Cl:25]CCl.O=S(Cl)Cl, predict the reaction product. (3) Given the reactants Br[C:2]1[CH:3]=[N:4][C:5]2[C:10]([CH:11]=1)=[CH:9][C:8]([O:12][CH3:13])=[CH:7][CH:6]=2.F[B-](F)(F)F.C(P(C(C)(C)C)C(C)(C)C)(C)(C)C.C[Si]([N-:36][Si](C)(C)C)(C)C.[Li+], predict the reaction product. The product is: [NH2:36][C:2]1[CH:3]=[N:4][C:5]2[C:10]([CH:11]=1)=[CH:9][C:8]([O:12][CH3:13])=[CH:7][CH:6]=2. (4) Given the reactants [NH:1]1[CH2:5][CH2:4][CH:3]([CH2:6][OH:7])[CH2:2]1.[C:8](=O)([O:14]C(C)(C)C)[O:9][C:10]([CH3:13])([CH3:12])[CH3:11].C(=O)=O, predict the reaction product. The product is: [OH:7][CH2:6][CH:3]1[CH2:4][CH2:5][N:1]([C:8]([O:9][C:10]([CH3:13])([CH3:12])[CH3:11])=[O:14])[CH2:2]1. (5) Given the reactants [Cl:1][C:2]1[C:3]2[CH:13]=[CH:12][CH:11]=[CH:10][C:4]=2[S:5][C:6]=1[C:7](O)=[O:8].[H-].[H-].[H-].[H-].[Li+].[Al+3], predict the reaction product. The product is: [Cl:1][C:2]1[C:3]2[CH:13]=[CH:12][CH:11]=[CH:10][C:4]=2[S:5][C:6]=1[CH2:7][OH:8].